From a dataset of Catalyst prediction with 721,799 reactions and 888 catalyst types from USPTO. Predict which catalyst facilitates the given reaction. (1) Reactant: [CH3:1][N:2]1[C:14]2[CH2:13][CH2:12][CH:11]([CH:15]3[CH2:20][CH2:19][O:18][CH2:17][CH2:16]3)[CH2:10][C:9]=2[C:8]2[C:3]1=[CH:4][CH:5]=[C:6]([C:21](O)=[O:22])[CH:7]=2.[CH3:24][C:25]([O:28][C:29]([NH:31][CH:32]1[CH2:37][NH:36][CH2:35][CH2:34][CH2:33]1)=[O:30])([CH3:27])[CH3:26].CN(C(ON1N=NC2C=CC=NC1=2)=[N+](C)C)C.F[P-](F)(F)(F)(F)F.C(N(CC)C(C)C)(C)C. Product: [CH3:1][N:2]1[C:14]2[CH2:13][CH2:12][CH:11]([CH:15]3[CH2:20][CH2:19][O:18][CH2:17][CH2:16]3)[CH2:10][C:9]=2[C:8]2[C:3]1=[CH:4][CH:5]=[C:6]([C:21]([N:36]1[CH2:35][CH2:34][CH2:33][CH:32]([NH:31][C:29](=[O:30])[O:28][C:25]([CH3:24])([CH3:26])[CH3:27])[CH2:37]1)=[O:22])[CH:7]=2. The catalyst class is: 3. (2) Reactant: C(OC(=O)[NH:7][CH:8]1[CH2:12][CH2:11][N:10]([C:13]2[CH:18]=[CH:17][CH:16]=[CH:15][N:14]=2)[CH2:9]1)(C)(C)C.[ClH:20]. Product: [ClH:20].[ClH:20].[N:14]1[CH:15]=[CH:16][CH:17]=[CH:18][C:13]=1[N:10]1[CH2:11][CH2:12][CH:8]([NH2:7])[CH2:9]1. The catalyst class is: 71. (3) The catalyst class is: 11. Reactant: [Br:1][C:2]1[CH:3]=[C:4]2[C:9](=[C:10]([N:12]3[CH2:17][CH2:16][N:15]([C:18]([O:20][C:21]([CH3:24])([CH3:23])[CH3:22])=[O:19])[CH2:14][CH2:13]3)[CH:11]=1)[N:8]=[C:7](C=O)[CH:6]=[CH:5]2.C1(P(=[CH:46][C:47]([O:49][CH3:50])=[O:48])(C2C=CC=CC=2)C2C=CC=CC=2)C=CC=CC=1.[CH2:51]1COCC1. Product: [Br:1][C:2]1[CH:3]=[C:4]2[C:9](=[C:10]([N:12]3[CH2:17][CH2:16][N:15]([C:18]([O:20][C:21]([CH3:22])([CH3:23])[CH3:24])=[O:19])[CH2:14][CH2:13]3)[CH:11]=1)[N:8]=[C:7](/[CH:51]=[CH:46]/[C:47]([O:49][CH3:50])=[O:48])[CH:6]=[CH:5]2. (4) Reactant: Cl[C:2]1[CH:7]=[C:6]([NH:8][C@@H:9]2[CH2:14][CH2:13][C@H:12]([C:15]([NH:17][CH:18]([CH3:20])[CH3:19])=[O:16])[CH2:11][CH2:10]2)[C:5]([N+:21]([O-:23])=[O:22])=[CH:4][N:3]=1.[NH:24]1[CH2:29][CH2:28][CH:27]([C:30]([OH:33])([CH3:32])[CH3:31])[CH2:26][CH2:25]1.CO. Product: [NH4+:3].[OH-:16].[OH:33][C:30]([CH:27]1[CH2:28][CH2:29][N:24]([C:2]2[CH:7]=[C:6]([NH:8][C@@H:9]3[CH2:14][CH2:13][C@H:12]([C:15]([NH:17][CH:18]([CH3:20])[CH3:19])=[O:16])[CH2:11][CH2:10]3)[C:5]([N+:21]([O-:23])=[O:22])=[CH:4][N:3]=2)[CH2:25][CH2:26]1)([CH3:32])[CH3:31]. The catalyst class is: 41. (5) Reactant: Cl.[CH2:2]([C:4]1[S:8][C:7]([CH2:9][N:10]2[C:15]3[CH:16]=[C:17]([C:19]4[CH:24]=[CH:23][CH:22]=[CH:21][CH:20]=4)[S:18][C:14]=3[C:13](=[O:25])[N:12]([CH:26]3[CH2:31][CH2:30][NH:29][CH2:28][CH2:27]3)[C:11]2=[O:32])=[CH:6][CH:5]=1)[CH3:3].[CH2:33]([O:35][C:36]1[C:45]([O:46][CH3:47])=[CH:44][C:43]2[C:42]([C:48]3[CH:56]=[CH:55][C:51]([C:52](O)=[O:53])=[CH:50][CH:49]=3)=[N:41][C@@H:40]3[CH2:57][CH2:58][S:59][CH2:60][C@@H:39]3[C:38]=2[CH:37]=1)[CH3:34].CN(C(ON1N=NC2C=CC=CC1=2)=[N+](C)C)C.F[P-](F)(F)(F)(F)F.CCN(C(C)C)C(C)C.C(=O)(O)[O-].[Na+]. Product: [CH2:33]([O:35][C:36]1[C:45]([O:46][CH3:47])=[CH:44][C:43]2[C:42]([C:48]3[CH:49]=[CH:50][C:51]([C:52]([N:29]4[CH2:28][CH2:27][CH:26]([N:12]5[C:13](=[O:25])[C:14]6[S:18][C:17]([C:19]7[CH:24]=[CH:23][CH:22]=[CH:21][CH:20]=7)=[CH:16][C:15]=6[N:10]([CH2:9][C:7]6[S:8][C:4]([CH2:2][CH3:3])=[CH:5][CH:6]=6)[C:11]5=[O:32])[CH2:31][CH2:30]4)=[O:53])=[CH:55][CH:56]=3)=[N:41][C@@H:40]3[CH2:57][CH2:58][S:59][CH2:60][C@@H:39]3[C:38]=2[CH:37]=1)[CH3:34]. The catalyst class is: 2. (6) Reactant: [H-].[Na+].[Cl:3][C:4]1[CH:15]=[C:8]2[C:9]([O:11][C:12](=[O:14])[NH:13][C:7]2=[CH:6][CH:5]=1)=[O:10].[CH3:16]I. Product: [Cl:3][C:4]1[CH:5]=[CH:6][C:7]2[N:13]([CH3:16])[C:12](=[O:14])[O:11][C:9](=[O:10])[C:8]=2[CH:15]=1. The catalyst class is: 1.